Dataset: NCI-60 drug combinations with 297,098 pairs across 59 cell lines. Task: Regression. Given two drug SMILES strings and cell line genomic features, predict the synergy score measuring deviation from expected non-interaction effect. (1) Drug 1: CC1=C2C(C(=O)C3(C(CC4C(C3C(C(C2(C)C)(CC1OC(=O)C(C(C5=CC=CC=C5)NC(=O)OC(C)(C)C)O)O)OC(=O)C6=CC=CC=C6)(CO4)OC(=O)C)OC)C)OC. Drug 2: COC1=NC(=NC2=C1N=CN2C3C(C(C(O3)CO)O)O)N. Cell line: NCI-H322M. Synergy scores: CSS=47.8, Synergy_ZIP=7.10, Synergy_Bliss=8.63, Synergy_Loewe=-64.2, Synergy_HSA=7.05. (2) Drug 1: CC1C(C(CC(O1)OC2CC(CC3=C2C(=C4C(=C3O)C(=O)C5=C(C4=O)C(=CC=C5)OC)O)(C(=O)CO)O)N)O.Cl. Drug 2: CN(C(=O)NC(C=O)C(C(C(CO)O)O)O)N=O. Cell line: IGROV1. Synergy scores: CSS=-1.13, Synergy_ZIP=0.872, Synergy_Bliss=0.336, Synergy_Loewe=-0.668, Synergy_HSA=-1.19. (3) Drug 1: CC(CN1CC(=O)NC(=O)C1)N2CC(=O)NC(=O)C2. Drug 2: CN(CC1=CN=C2C(=N1)C(=NC(=N2)N)N)C3=CC=C(C=C3)C(=O)NC(CCC(=O)O)C(=O)O. Cell line: SF-295. Synergy scores: CSS=36.8, Synergy_ZIP=-6.70, Synergy_Bliss=-6.41, Synergy_Loewe=-3.47, Synergy_HSA=-1.72. (4) Drug 1: CCC1=CC2CC(C3=C(CN(C2)C1)C4=CC=CC=C4N3)(C5=C(C=C6C(=C5)C78CCN9C7C(C=CC9)(C(C(C8N6C)(C(=O)OC)O)OC(=O)C)CC)OC)C(=O)OC.C(C(C(=O)O)O)(C(=O)O)O. Drug 2: CC(C)CN1C=NC2=C1C3=CC=CC=C3N=C2N. Cell line: EKVX. Synergy scores: CSS=30.3, Synergy_ZIP=0.0767, Synergy_Bliss=0.873, Synergy_Loewe=-15.1, Synergy_HSA=0.312. (5) Cell line: NCI-H460. Drug 2: C1=CC(=C2C(=C1NCCNCCO)C(=O)C3=C(C=CC(=C3C2=O)O)O)NCCNCCO. Drug 1: C1CCN(CC1)CCOC2=CC=C(C=C2)C(=O)C3=C(SC4=C3C=CC(=C4)O)C5=CC=C(C=C5)O. Synergy scores: CSS=58.6, Synergy_ZIP=4.77, Synergy_Bliss=5.38, Synergy_Loewe=-17.5, Synergy_HSA=5.38.